This data is from Forward reaction prediction with 1.9M reactions from USPTO patents (1976-2016). The task is: Predict the product of the given reaction. (1) Given the reactants C([O:4][C:5](=[O:21])[CH2:6][CH2:7][CH2:8][CH2:9][CH:10]([S:17][C:18](=[O:20])[CH3:19])[CH2:11][CH2:12][S:13][C:14](=[O:16])[CH3:15])(=O)C.O, predict the reaction product. The product is: [C:18]([S:17][CH:10]([CH2:11][CH2:12][S:13][C:14](=[O:16])[CH3:15])[CH2:9][CH2:8][CH2:7][CH2:6][C:5]([OH:21])=[O:4])(=[O:20])[CH3:19]. (2) Given the reactants [O:1]1[CH2:6][CH2:5][N:4]([C:7]2[N:12]=[CH:11][C:10](B(O)O)=[CH:9][CH:8]=2)[CH2:3][CH2:2]1.[O-]P([O-])([O-])=O.[K+].[K+].[K+].Cl[C:25]1[CH:26]=[CH:27][C:28]2[N:34]3[CH2:35][C@H:31]([CH2:32][CH2:33]3)[N:30]([C:36]([NH:38][C:39]3[CH:44]=[CH:43][CH:42]=[CH:41][N:40]=3)=[O:37])[C:29]=2[N:45]=1.CC(C1C=C(C(C)C)C(C2C=CC=CC=2P(C2CCCCC2)C2CCCCC2)=C(C(C)C)C=1)C, predict the reaction product. The product is: [O:1]1[CH2:6][CH2:5][N:4]([C:7]2[N:12]=[CH:11][C:10]([C:25]3[CH:26]=[CH:27][C:28]4[N:34]5[CH2:35][C@H:31]([CH2:32][CH2:33]5)[N:30]([C:36]([NH:38][C:39]5[CH:44]=[CH:43][CH:42]=[CH:41][N:40]=5)=[O:37])[C:29]=4[N:45]=3)=[CH:9][CH:8]=2)[CH2:3][CH2:2]1. (3) Given the reactants [CH2:1]1[CH:6]2[CH2:7][C:8]3([NH2:11])[CH2:10][CH:4]([CH2:5]2)[CH2:3][CH:2]1[CH2:9]3.C(OC([NH:19][C:20](=[N:23]C(OC(C)(C)C)=O)SC)=O)(C)(C)C.O, predict the reaction product. The product is: [C:8]12([NH:11][C:20]([NH2:23])=[NH:19])[CH2:10][CH:4]3[CH2:5][CH:6]([CH2:1][CH:2]([CH2:3]3)[CH2:9]1)[CH2:7]2. (4) Given the reactants [CH2:1]([O:3][C:4](=[O:11])[C:5]([O:7][CH2:8][CH:9]=[CH2:10])=[CH2:6])[CH3:2].CO[CH2:14][N:15]([CH2:21][C:22]1[CH:27]=[CH:26][CH:25]=[CH:24][CH:23]=1)[CH2:16][Si](C)(C)C.FC(F)(F)C(O)=O, predict the reaction product. The product is: [CH2:1]([O:3][C:4]([C:5]1([O:7][CH2:8][CH:9]=[CH2:10])[CH2:6][CH2:14][N:15]([CH2:21][C:22]2[CH:23]=[CH:24][CH:25]=[CH:26][CH:27]=2)[CH2:16]1)=[O:11])[CH3:2].